This data is from Full USPTO retrosynthesis dataset with 1.9M reactions from patents (1976-2016). The task is: Predict the reactants needed to synthesize the given product. The reactants are: [CH3:1][C:2](C)=O.[F:5][C:6]1[C:15]2[C:10](=[CH:11][CH:12]=[C:13]([F:17])[C:14]=2[F:16])[CH:9]=[CH:8][C:7]=1[OH:18].C(=O)([O-])[O-].[K+].[K+].C(I)C. Given the product [CH2:1]([O:18][C:7]1[CH:8]=[CH:9][C:10]2[C:15](=[C:14]([F:16])[C:13]([F:17])=[CH:12][CH:11]=2)[C:6]=1[F:5])[CH3:2], predict the reactants needed to synthesize it.